From a dataset of Forward reaction prediction with 1.9M reactions from USPTO patents (1976-2016). Predict the product of the given reaction. (1) The product is: [CH3:8][C@H:6]1[O:7][C@@H:2]([CH3:1])[CH2:3][N:4]([C:9]2[C:14]([CH:15]=[O:16])=[CH:13][C:12]([C:33]3[S:34][CH:35]=[N:36][N:37]=3)=[CH:11][N:10]=2)[CH2:5]1. Given the reactants [CH3:1][C@@H:2]1[O:7][C@H:6]([CH3:8])[CH2:5][N:4]([C:9]2[C:14]([CH:15]=[O:16])=[CH:13][C:12](B3OC(C)(C)C(C)(C)O3)=[CH:11][N:10]=2)[CH2:3]1.C(=O)([O-])[O-].[Na+].[Na+].Br[C:33]1[S:34][CH:35]=[N:36][N:37]=1.C1(P(C2CCCCC2)C2C=CC=CC=2C2C(C(C)C)=CC(C(C)C)=CC=2C(C)C)CCCCC1, predict the reaction product. (2) Given the reactants [C:1]([O:5][C:6]([N:8]1[CH2:14][CH2:13][C:12]2[CH:15]=[C:16]([C:19](O)=[O:20])[CH:17]=[CH:18][C:11]=2[CH2:10][CH2:9]1)=[O:7])([CH3:4])([CH3:3])[CH3:2].C(N(CC)CC)C.[CH2:29]([NH2:36])[C:30]1[CH:35]=[CH:34][CH:33]=[CH:32][CH:31]=1.F[P-](F)(F)(F)(F)F.N1(OC(N(C)C)=[N+](C)C)C2N=CC=CC=2N=N1, predict the reaction product. The product is: [CH2:29]([NH:36][C:19]([C:16]1[CH:17]=[CH:18][C:11]2[CH2:10][CH2:9][N:8]([C:6]([O:5][C:1]([CH3:3])([CH3:4])[CH3:2])=[O:7])[CH2:14][CH2:13][C:12]=2[CH:15]=1)=[O:20])[C:30]1[CH:35]=[CH:34][CH:33]=[CH:32][CH:31]=1. (3) Given the reactants Cl[CH2:2][CH:3]([OH:16])[CH2:4][O:5][C:6]1([CH3:15])[CH2:11][CH2:10][CH:9]([CH:12]([CH3:14])[CH3:13])[CH2:8][CH2:7]1.[OH-].[Na+], predict the reaction product. The product is: [O:16]1[CH:3]([CH2:4][O:5][C:6]2([CH3:15])[CH2:11][CH2:10][CH:9]([CH:12]([CH3:14])[CH3:13])[CH2:8][CH2:7]2)[CH2:2]1. (4) Given the reactants [F:1][C:2]([F:32])([F:31])[C:3]1[CH:26]=[C:25]([C:27]([F:30])([F:29])[F:28])[CH:24]=[CH:23][C:4]=1[CH2:5][N:6]1[C:14]2[C:9](=[CH:10][C:11](/[CH:15]=[C:16]3/[C:17](=[O:22])[NH:18][C:19](=[O:21])[S:20]/3)=[CH:12][CH:13]=2)[CH:8]=[N:7]1.Cl.Cl[CH2:35][CH2:36][N:37]([CH3:39])[CH3:38], predict the reaction product. The product is: [F:32][C:2]([F:31])([F:1])[C:3]1[CH:26]=[C:25]([C:27]([F:29])([F:28])[F:30])[CH:24]=[CH:23][C:4]=1[CH2:5][N:6]1[C:14]2[C:9](=[CH:10][C:11](/[CH:15]=[C:16]3/[C:17](=[O:22])[N:18]([CH2:35][CH2:36][N:37]([CH3:39])[CH3:38])[C:19](=[O:21])[S:20]/3)=[CH:12][CH:13]=2)[CH:8]=[N:7]1. (5) The product is: [CH3:2][N:3]1[CH:7]=[C:6]([C:8]2[N:13]=[C:12]3[N:14]([CH2:17][C@@H:18]4[CH2:19][N:20]([C:24]5[N:29]=[CH:28][C:27]([C:30]6[CH2:31][CH2:32][N:33]([CH2:44][CH2:43][OH:45])[CH2:34][CH:35]=6)=[CH:26][N:25]=5)[CH2:21][CH2:22][O:23]4)[N:15]=[N:16][C:11]3=[N:10][CH:9]=2)[CH:5]=[N:4]1. Given the reactants Cl.[CH3:2][N:3]1[CH:7]=[C:6]([C:8]2[N:13]=[C:12]3[N:14]([CH2:17][C@H:18]4[O:23][CH2:22][CH2:21][N:20]([C:24]5[N:29]=[CH:28][C:27]([C:30]6[CH2:31][CH2:32][NH:33][CH2:34][CH:35]=6)=[CH:26][N:25]=5)[CH2:19]4)[N:15]=[N:16][C:11]3=[N:10][CH:9]=2)[CH:5]=[N:4]1.C(=O)([O-])[O-].[K+].[K+].Br[CH:43]([OH:45])[CH3:44], predict the reaction product. (6) Given the reactants C[Mg+].[Br-].[N:4]1([CH2:10][C:11]2[CH:16]=[CH:15][C:14]([C:17]3[CH:33]=[CH:32][C:20]4=[C:21]([CH:30]=[O:31])[CH:22]=[C:23]5[C:28]([C:27](=[O:29])[NH:26][CH:25]=[CH:24]5)=[C:19]4[CH:18]=3)=[CH:13][CH:12]=2)[CH2:9][CH2:8][O:7][CH2:6][CH2:5]1.[C:34](OCC)(=O)C, predict the reaction product. The product is: [OH:31][CH:30]([C:21]1[CH:22]=[C:23]2[C:28](=[C:19]3[CH:18]=[C:17]([C:14]4[CH:13]=[CH:12][C:11]([CH2:10][N:4]5[CH2:5][CH2:6][O:7][CH2:8][CH2:9]5)=[CH:16][CH:15]=4)[CH:33]=[CH:32][C:20]=13)[C:27](=[O:29])[NH:26][CH:25]=[CH:24]2)[CH3:34]. (7) The product is: [CH3:47][C:44]1[CH:43]=[CH:42][C:41]([S:38]([O-:40])(=[O:39])=[O:37])=[CH:46][CH:45]=1.[C:8]([O:31][CH2:32][CH2:33][O:34][CH2:35][CH2:36][N+:3]([CH2:6][CH3:7])([CH2:4][CH3:5])[CH2:1][CH3:2])(=[O:30])[CH2:9][CH2:10][CH2:11][CH2:12][CH2:13][CH2:14][CH2:15][CH2:16][CH2:17][CH2:18][CH2:19][CH2:20][CH2:21][CH2:22][CH2:23][CH2:24][CH2:25][CH2:26][CH2:27][CH2:28][CH3:29]. Given the reactants [CH2:1]([N:3]([CH2:6][CH3:7])[CH2:4][CH3:5])[CH3:2].[C:8]([O:31][CH2:32][CH2:33][O:34][CH2:35][CH2:36][O:37][S:38]([C:41]1[CH:46]=[CH:45][C:44]([CH3:47])=[CH:43][CH:42]=1)(=[O:40])=[O:39])(=[O:30])[CH2:9][CH2:10][CH2:11][CH2:12][CH2:13][CH2:14][CH2:15][CH2:16][CH2:17][CH2:18][CH2:19][CH2:20][CH2:21][CH2:22][CH2:23][CH2:24][CH2:25][CH2:26][CH2:27][CH2:28][CH3:29], predict the reaction product. (8) Given the reactants [CH2:1]([C:3]1[CH:4]=[C:5]([CH:7]=[CH:8][C:9]=1[O:10][CH2:11][CH2:12][O:13][CH:14]1[CH2:19][CH2:18][CH2:17][CH2:16][O:15]1)[NH2:6])[CH3:2].[CH:20]1([C:23]2[CH:35]=[CH:34][C:26]([O:27][C:28](=[CH:32][CH3:33])[C:29](O)=[O:30])=[CH:25][CH:24]=2)[CH2:22][CH2:21]1.O.N1(O)C2C=CC=CC=2N=N1.CCN=C=NCCCN(C)C, predict the reaction product. The product is: [CH:20]1([C:23]2[CH:35]=[CH:34][C:26]([O:27][C:28](=[CH:32][CH3:33])[C:29]([NH:6][C:5]3[CH:7]=[CH:8][C:9]([O:10][CH2:11][CH2:12][O:13][CH:14]4[CH2:19][CH2:18][CH2:17][CH2:16][O:15]4)=[C:3]([CH2:1][CH3:2])[CH:4]=3)=[O:30])=[CH:25][CH:24]=2)[CH2:22][CH2:21]1. (9) Given the reactants [CH2:1]([O:8][C:9]([NH:11][CH:12]([C:30]([O:32]C)=O)[CH2:13][C@H:14]1[N:18](C(OC(C)(C)C)=O)[C@H:17]([C:26]([O:28][CH3:29])=[O:27])[CH2:16][CH2:15]1)=[O:10])[C:2]1[CH:7]=[CH:6][CH:5]=[CH:4][CH:3]=1.C1(SC)C=CC=CC=1, predict the reaction product. The product is: [CH2:1]([O:8][C:9]([NH:11][CH:12]1[CH2:13][C@H:14]2[N:18]([C@H:17]([C:26]([O:28][CH3:29])=[O:27])[CH2:16][CH2:15]2)[C:30]1=[O:32])=[O:10])[C:2]1[CH:3]=[CH:4][CH:5]=[CH:6][CH:7]=1. (10) Given the reactants F[C:2]1[CH:3]=[CH:4][C:5]([N+:14]([O-:16])=[O:15])=[C:6]([N:8]2[CH2:13][CH2:12][CH2:11][CH2:10][CH2:9]2)[CH:7]=1.[CH3:17][NH2:18], predict the reaction product. The product is: [CH3:17][NH:18][C:2]1[CH:3]=[CH:4][C:5]([N+:14]([O-:16])=[O:15])=[C:6]([N:8]2[CH2:13][CH2:12][CH2:11][CH2:10][CH2:9]2)[CH:7]=1.